From a dataset of Catalyst prediction with 721,799 reactions and 888 catalyst types from USPTO. Predict which catalyst facilitates the given reaction. (1) Reactant: Cl.Cl.[NH2:3][C@H:4]1[CH2:9][CH2:8][C@H:7]([C:10]([NH:12][C:13]2[C:17]3[CH:18]=[CH:19][CH:20]=[CH:21][C:16]=3[O:15][C:14]=2[C:22]([NH:24][C:25]2[CH:30]=[CH:29][C:28]([Cl:31])=[CH:27][N:26]=2)=[O:23])=[O:11])[CH2:6][CH2:5]1.Br[CH2:33][CH2:34][CH2:35][CH2:36][C:37]([O:39][CH3:40])=[O:38].C(N(CC)C(C)C)(C)C.[I-].[K+]. Product: [CH3:40][O:39][C:37]([CH2:36][CH2:35][CH2:34][CH2:33][NH:3][C@H:4]1[CH2:9][CH2:8][C@H:7]([C:10]([NH:12][C:13]2[C:17]3[CH:18]=[CH:19][CH:20]=[CH:21][C:16]=3[O:15][C:14]=2[C:22]([NH:24][C:25]2[CH:30]=[CH:29][C:28]([Cl:31])=[CH:27][N:26]=2)=[O:23])=[O:11])[CH2:6][CH2:5]1)=[O:38]. The catalyst class is: 675. (2) Reactant: [NH2:1][C:2]1[N:11]=[C:10]([C:12]([N:14]2[CH2:22][C:21]3[C:16](=[CH:17][CH:18]=[CH:19][CH:20]=3)[CH2:15]2)=[O:13])[C:9]2[C:4](=[CH:5][CH:6]=[C:7]([CH2:23][C:24]([O:26]CC)=[O:25])[CH:8]=2)[N:3]=1.[OH-].[Na+]. Product: [NH2:1][C:2]1[N:11]=[C:10]([C:12]([N:14]2[CH2:15][C:16]3[C:21](=[CH:20][CH:19]=[CH:18][CH:17]=3)[CH2:22]2)=[O:13])[C:9]2[C:4](=[CH:5][CH:6]=[C:7]([CH2:23][C:24]([OH:26])=[O:25])[CH:8]=2)[N:3]=1. The catalyst class is: 7. (3) Reactant: [C:1]([Cl:6])(=[O:5])[C:2](Cl)=[O:3].COC[CH2:10][O:11][CH2:12][CH2:13][O:14][CH2:15][CH2:16][O:17][CH2:18][C:19](O)=O.[C:22]1(C)C=CC=CC=1. Product: [CH3:10][O:11][CH2:12][CH2:13][O:14][CH2:15][CH2:16][O:17][CH2:18][CH2:19][CH2:22][O:3][CH2:2][C:1]([Cl:6])=[O:5]. The catalyst class is: 17. (4) Reactant: [O:1]=[C:2]1[CH2:6][CH2:5][CH2:4][CH:3]1[C:7]([O:9][CH3:10])=[O:8].C(=O)([O-])[O-].[K+].[K+].[CH2:17](I)[CH3:18]. Product: [CH2:17]([C:3]1([C:7]([O:9][CH3:10])=[O:8])[CH2:4][CH2:5][CH2:6][C:2]1=[O:1])[CH3:18]. The catalyst class is: 21. (5) Reactant: C([O:5][C:6](=[O:32])[CH2:7][N:8]1[C:12]2[CH:13]=[CH:14][C:15]([CH:17]=[O:18])=[CH:16][C:11]=2[N:10]=[C:9]1[S:19][CH2:20][C:21]1[CH:26]=[C:25]([C:27](=[O:29])[CH3:28])[CH:24]=[CH:23][C:22]=1[O:30][CH3:31])(C)(C)C. Product: [C:27]([C:25]1[CH:24]=[CH:23][C:22]([O:30][CH3:31])=[C:21]([CH:26]=1)[CH2:20][S:19][C:9]1[N:8]([CH2:7][C:6]([OH:32])=[O:5])[C:12]2[CH:13]=[CH:14][C:15]([CH:17]=[O:18])=[CH:16][C:11]=2[N:10]=1)(=[O:29])[CH3:28]. The catalyst class is: 631. (6) Reactant: [NH:1]1[C:9]2[C:4](=[CH:5][CH:6]=[CH:7][CH:8]=2)[C:3]([NH:10][C:11]2[CH:16]=[CH:15][C:14](B3[O:21][C:20]([CH3:23])(C)C(C)(C)O3)=[CH:13][CH:12]=2)=[N:2]1.I[C:27]1[C:35]2[C:30](=[N:31][CH:32]=[N:33][C:34]=2[NH2:36])[N:29]([C@H:37]2[CH2:42][CH2:41][C@H:40]([N:43]3[CH2:48][CH2:47][N:46]([CH3:49])[CH2:45][CH2:44]3)[CH2:39][CH2:38]2)[N:28]=1.C(=O)([O-])[O-:51].[Na+].[Na+]. Product: [C:20]([OH:51])(=[O:21])[CH3:23].[NH:1]1[C:9]2[C:4](=[CH:5][CH:6]=[CH:7][CH:8]=2)[C:3]([NH:10][C:11]2[CH:12]=[CH:13][C:14]([C:27]3[C:35]4[C:30](=[N:31][CH:32]=[N:33][C:34]=4[NH2:36])[N:29]([C@H:37]4[CH2:38][CH2:39][C@H:40]([N:43]5[CH2:44][CH2:45][N:46]([CH3:49])[CH2:47][CH2:48]5)[CH2:41][CH2:42]4)[N:28]=3)=[CH:15][CH:16]=2)=[N:2]1. The catalyst class is: 108. (7) Reactant: [C:1]([O:5][CH2:6][C:7](OCC)=O)([F:4])([F:3])[F:2].F[CH2:13][C:14]([O:16]CC)=[O:15].BrCC(OCC)=O. Product: [C:14]([O:16][CH:6]([O:5][C:1]([F:2])([F:3])[F:4])[CH3:7])(=[O:15])[CH3:13]. The catalyst class is: 3.